Dataset: NCI-60 drug combinations with 297,098 pairs across 59 cell lines. Task: Regression. Given two drug SMILES strings and cell line genomic features, predict the synergy score measuring deviation from expected non-interaction effect. (1) Drug 1: C1=CC(=CC=C1C#N)C(C2=CC=C(C=C2)C#N)N3C=NC=N3. Drug 2: C1=CC=C(C(=C1)C(C2=CC=C(C=C2)Cl)C(Cl)Cl)Cl. Cell line: A549. Synergy scores: CSS=-3.30, Synergy_ZIP=3.28, Synergy_Bliss=2.53, Synergy_Loewe=-1.87, Synergy_HSA=-2.43. (2) Drug 1: CC1=C2C(C(=O)C3(C(CC4C(C3C(C(C2(C)C)(CC1OC(=O)C(C(C5=CC=CC=C5)NC(=O)C6=CC=CC=C6)O)O)OC(=O)C7=CC=CC=C7)(CO4)OC(=O)C)O)C)OC(=O)C. Drug 2: CCCCC(=O)OCC(=O)C1(CC(C2=C(C1)C(=C3C(=C2O)C(=O)C4=C(C3=O)C=CC=C4OC)O)OC5CC(C(C(O5)C)O)NC(=O)C(F)(F)F)O. Cell line: NCIH23. Synergy scores: CSS=30.4, Synergy_ZIP=0.836, Synergy_Bliss=0.933, Synergy_Loewe=-2.06, Synergy_HSA=-1.59. (3) Drug 1: C1CCC(CC1)NC(=O)N(CCCl)N=O. Drug 2: C1CN1P(=S)(N2CC2)N3CC3. Cell line: BT-549. Synergy scores: CSS=17.7, Synergy_ZIP=-8.61, Synergy_Bliss=-6.73, Synergy_Loewe=-7.39, Synergy_HSA=-6.30. (4) Drug 1: C1CC(=O)NC(=O)C1N2CC3=C(C2=O)C=CC=C3N. Drug 2: CCN(CC)CCNC(=O)C1=C(NC(=C1C)C=C2C3=C(C=CC(=C3)F)NC2=O)C. Cell line: ACHN. Synergy scores: CSS=3.18, Synergy_ZIP=-2.48, Synergy_Bliss=-0.255, Synergy_Loewe=-2.60, Synergy_HSA=-1.74. (5) Drug 1: CC1=C(C(=CC=C1)Cl)NC(=O)C2=CN=C(S2)NC3=CC(=NC(=N3)C)N4CCN(CC4)CCO. Drug 2: C1CC(=O)NC(=O)C1N2C(=O)C3=CC=CC=C3C2=O. Cell line: OVCAR-4. Synergy scores: CSS=2.52, Synergy_ZIP=-1.44, Synergy_Bliss=-2.23, Synergy_Loewe=-8.42, Synergy_HSA=-2.46. (6) Drug 1: C(=O)(N)NO. Drug 2: CCC1(CC2CC(C3=C(CCN(C2)C1)C4=CC=CC=C4N3)(C5=C(C=C6C(=C5)C78CCN9C7C(C=CC9)(C(C(C8N6C)(C(=O)OC)O)OC(=O)C)CC)OC)C(=O)OC)O.OS(=O)(=O)O. Cell line: SF-268. Synergy scores: CSS=-1.30, Synergy_ZIP=2.04, Synergy_Bliss=2.09, Synergy_Loewe=1.15, Synergy_HSA=-1.01. (7) Drug 1: CC1=C(C=C(C=C1)C(=O)NC2=CC(=CC(=C2)C(F)(F)F)N3C=C(N=C3)C)NC4=NC=CC(=N4)C5=CN=CC=C5. Drug 2: CC1=C(C(=O)C2=C(C1=O)N3CC4C(C3(C2COC(=O)N)OC)N4)N. Cell line: RXF 393. Synergy scores: CSS=-0.374, Synergy_ZIP=-1.36, Synergy_Bliss=-2.17, Synergy_Loewe=-2.68, Synergy_HSA=-2.49.